Dataset: Full USPTO retrosynthesis dataset with 1.9M reactions from patents (1976-2016). Task: Predict the reactants needed to synthesize the given product. (1) Given the product [Si:23]([O:30][C@H:31]1[CH2:36][CH2:35][C@@:34]([C@H:38]2[CH2:46][CH2:45][C@@:44]3([CH3:47])[C@@H:40]([CH2:41][CH2:42][C:43]3=[CH2:48])[C@@H:39]2[CH2:49][O:50][CH2:2][C:3]2[CH:8]=[CH:7][CH:6]=[CH:5][N:4]=2)([CH3:37])[C@@H:33]([CH2:51][O:52][Si:53]([C:56]([CH3:59])([CH3:58])[CH3:57])([CH3:54])[CH3:55])[CH2:32]1)([C:26]([CH3:29])([CH3:28])[CH3:27])([CH3:25])[CH3:24], predict the reactants needed to synthesize it. The reactants are: Br[CH2:2][C:3]1[CH:8]=[CH:7][CH:6]=[CH:5][N:4]=1.Br.BrCC1C=CC=CN=1.C([O-])(O)=O.[Na+].[Si:23]([O:30][C@H:31]1[CH2:36][CH2:35][C@@:34]([C@H:38]2[CH2:46][CH2:45][C@@:44]3([CH3:47])[C@@H:40]([CH2:41][CH2:42][C:43]3=[CH2:48])[C@@H:39]2[CH2:49][OH:50])([CH3:37])[C@@H:33]([CH2:51][O:52][Si:53]([C:56]([CH3:59])([CH3:58])[CH3:57])([CH3:55])[CH3:54])[CH2:32]1)([C:26]([CH3:29])([CH3:28])[CH3:27])([CH3:25])[CH3:24]. (2) The reactants are: [C:1]1([B:7]([OH:9])[OH:8])[CH:6]=[CH:5][CH:4]=[CH:3][CH:2]=1.[N+:10]([O-])([OH:12])=[O:11]. Given the product [N+:10]([C:2]1[CH:3]=[CH:4][CH:5]=[CH:6][C:1]=1[B:7]([OH:9])[OH:8])([O-:12])=[O:11], predict the reactants needed to synthesize it. (3) Given the product [F:4][C:2]([C:5]1[CH:10]=[CH:9][N:8]2[C:11]([C:32]3[CH:33]=[CH:28][C:29]([F:41])=[C:30]([C:35]4[CH:36]=[N:37][CH:38]=[CH:39][CH:40]=4)[C:31]=3[F:34])=[CH:12][N:13]=[C:7]2[N:6]=1)([F:1])[CH3:3], predict the reactants needed to synthesize it. The reactants are: [F:1][C:2]([C:5]1[CH:10]=[CH:9][N:8]2[C:11]([Sn](CCCC)(CCCC)CCCC)=[CH:12][N:13]=[C:7]2[N:6]=1)([F:4])[CH3:3].Br[C:28]1[C:29]([F:41])=[C:30]([C:35]2[CH:36]=[N:37][CH:38]=[CH:39][CH:40]=2)[C:31]([F:34])=[CH:32][CH:33]=1. (4) Given the product [CH:12]([C:10]1[N:11]=[C:7]([NH:6][C:1](=[O:5])[CH:2]([CH3:3])[CH3:4])[S:8][CH:9]=1)=[O:13], predict the reactants needed to synthesize it. The reactants are: [C:1]([NH:6][C:7]1[S:8][CH:9]=[C:10]([CH2:12][OH:13])[N:11]=1)(=[O:5])[CH:2]([CH3:4])[CH3:3]. (5) Given the product [CH3:17][CH2:16][C@H:9]([C@H:10]([CH2:11][N:12]([CH3:14])[CH3:13])[CH3:15])[C:5]1[CH:6]=[CH:7][CH:8]=[C:3]([OH:2])[CH:4]=1, predict the reactants needed to synthesize it. The reactants are: C[O:2][C:3]1[CH:4]=[C:5]([C@H:9]([CH2:16][CH3:17])[C@@H:10]([CH3:15])[CH2:11][N:12]([CH3:14])[CH3:13])[CH:6]=[CH:7][CH:8]=1.CS(O)(=O)=O.NC(C(O)=O)CCSC.[OH-].[Na+]. (6) Given the product [N:1]1([CH2:7][CH2:8][CH2:9][N:10]([CH2:20][C:21]2[CH:22]=[CH:23][C:24]3[N:43]=[CH:47][N:27]([C:28]4[S:29][C:30]([C:40]([NH2:42])=[O:41])=[C:31]([C:33]5[CH:38]=[CH:37][CH:36]=[C:35]([Cl:39])[CH:34]=5)[N:32]=4)[C:25]=3[CH:26]=2)[CH2:11][CH2:12][CH2:13][N:14]2[CH2:19][CH2:18][O:17][CH2:16][CH2:15]2)[CH2:6][CH2:5][O:4][CH2:3][CH2:2]1, predict the reactants needed to synthesize it. The reactants are: [N:1]1([CH2:7][CH2:8][CH2:9][N:10]([CH2:20][C:21]2[CH:22]=[CH:23][C:24]([N+:43]([O-])=O)=[C:25]([NH:27][C:28]3[S:29][C:30]([C:40]([NH2:42])=[O:41])=[C:31]([C:33]4[CH:38]=[CH:37][CH:36]=[C:35]([Cl:39])[CH:34]=4)[N:32]=3)[CH:26]=2)[CH2:11][CH2:12][CH2:13][N:14]2[CH2:19][CH2:18][O:17][CH2:16][CH2:15]2)[CH2:6][CH2:5][O:4][CH2:3][CH2:2]1.O1CCC[CH2:47]1.[Cl-].[NH4+].C(OCC)(OCC)OCC. (7) Given the product [CH2:25]([N:8]1[C:7]2[CH:11]=[CH:12][C:13]([N+:15]([O-:17])=[O:16])=[CH:14][C:6]=2[O:5][CH:4]([CH:1]([CH3:3])[CH3:2])[C:9]1=[O:10])[CH3:26], predict the reactants needed to synthesize it. The reactants are: [CH:1]([CH:4]1[C:9](=[O:10])[NH:8][C:7]2[CH:11]=[CH:12][C:13]([N+:15]([O-:17])=[O:16])=[CH:14][C:6]=2[O:5]1)([CH3:3])[CH3:2].C(=O)([O-])[O-].[K+].[K+].I[CH2:25][CH3:26].O.